Dataset: Full USPTO retrosynthesis dataset with 1.9M reactions from patents (1976-2016). Task: Predict the reactants needed to synthesize the given product. (1) Given the product [N:1]1([C:7]2[CH:8]=[C:9]([C:31]([OH:33])=[O:32])[C:10]3[N:14]=[C:13]([C:15]([F:18])([F:16])[F:17])[N:12]([CH2:19][C:20]4[C:29]5[C:24](=[CH:25][CH:26]=[CH:27][CH:28]=5)[CH:23]=[CH:22][CH:21]=4)[C:11]=3[CH:30]=2)[CH2:2][CH2:3][O:4][CH2:5][CH2:6]1, predict the reactants needed to synthesize it. The reactants are: [N:1]1([C:7]2[CH:8]=[C:9]([C:31]([O:33]C)=[O:32])[C:10]3[N:14]=[C:13]([C:15]([F:18])([F:17])[F:16])[N:12]([CH2:19][C:20]4[C:29]5[C:24](=[CH:25][CH:26]=[CH:27][CH:28]=5)[CH:23]=[CH:22][CH:21]=4)[C:11]=3[CH:30]=2)[CH2:6][CH2:5][O:4][CH2:3][CH2:2]1.[OH-].[Na+].Cl. (2) Given the product [CH2:5]([O:4][C:2]([O:17][C:14]1[CH:15]=[CH:16][C:11]([N+:8]([O-:10])=[O:9])=[CH:12][CH:13]=1)=[O:3])[CH2:6][CH3:7], predict the reactants needed to synthesize it. The reactants are: Cl[C:2]([O:4][CH2:5][CH2:6][CH3:7])=[O:3].[N+:8]([C:11]1[CH:16]=[CH:15][C:14]([OH:17])=[CH:13][CH:12]=1)([O-:10])=[O:9].C(N(CC)CC)C.O. (3) Given the product [CH3:1][C:2]1[C:3]([CH2:15][CH2:16][C:17]2[CH:22]=[CH:21][CH:20]=[CH:19][C:18]=2[CH2:23][C:24]([O:26][CH3:27])=[O:25])=[N:4][C:5]([NH:8][C:9]2[CH:10]=[N:11][N:12]([CH3:14])[CH:13]=2)=[N:6][CH:7]=1, predict the reactants needed to synthesize it. The reactants are: [CH3:1][C:2]1[C:3]([C:15]#[C:16][C:17]2[CH:22]=[CH:21][CH:20]=[CH:19][C:18]=2[CH2:23][C:24]([O-:26])=[O:25])=[N:4][C:5]([NH:8][C:9]2[CH:10]=[N:11][N:12]([CH3:14])[CH:13]=2)=[N:6][CH:7]=1.[CH3:27]N(C=O)C. (4) Given the product [Br:1][C:2]1[CH:3]=[C:4]2[C:5](=[CH:6][C:7]=1[F:8])[N:9]([C:10](=[O:12])[CH3:11])[N:32]=[CH:13]2, predict the reactants needed to synthesize it. The reactants are: [Br:1][C:2]1[C:7]([F:8])=[CH:6][C:5]([NH:9][C:10](=[O:12])[CH3:11])=[C:4]([CH3:13])[CH:3]=1.C(OC(=O)C)(=O)C.C([O-])(=O)C.[K+].C(O[N:32]=O)CC(C)C.